From a dataset of Forward reaction prediction with 1.9M reactions from USPTO patents (1976-2016). Predict the product of the given reaction. (1) Given the reactants Cl.[NH:2]1[CH:6]=[CH:5][CH:4]=[C:3]1[C:7]1[O:11][N:10]=[C:9]([CH:12]2[CH2:17][CH2:16][CH2:15][NH:14][CH2:13]2)[N:8]=1.[F:18][C:19]1[CH:27]=[CH:26][C:22]([C:23](O)=[O:24])=[CH:21][N:20]=1.CCN=C=NCCCN(C)C.Cl.C1C=CC2N(O)N=NC=2C=1, predict the reaction product. The product is: [F:18][C:19]1[N:20]=[CH:21][C:22]([C:23]([N:14]2[CH2:15][CH2:16][CH2:17][CH:12]([C:9]3[N:8]=[C:7]([C:3]4[NH:2][CH:6]=[CH:5][CH:4]=4)[O:11][N:10]=3)[CH2:13]2)=[O:24])=[CH:26][CH:27]=1. (2) Given the reactants [C@@H:1]12[CH2:6][C@@H:5]1[CH2:4][NH:3][C@@H:2]2[CH2:7][NH:8][C:9]1[N:14]=[CH:13][C:12]([Br:15])=[CH:11][N:10]=1.[C:16]1([C:25]2[CH:30]=[CH:29][CH:28]=[CH:27][CH:26]=2)[C:17]([C:22](O)=[O:23])=[CH:18][CH:19]=[CH:20][CH:21]=1, predict the reaction product. The product is: [C:16]1([C:25]2[CH:30]=[CH:29][CH:28]=[CH:27][CH:26]=2)[CH:21]=[CH:20][CH:19]=[CH:18][C:17]=1[C:22]([N:3]1[CH2:4][C@@H:5]2[C@@H:1]([CH2:6]2)[C@H:2]1[CH2:7][NH:8][C:9]1[N:14]=[CH:13][C:12]([Br:15])=[CH:11][N:10]=1)=[O:23]. (3) The product is: [C:48]([C@@H:6]1[CH2:7][N:8]([C:18]2[CH:23]=[CH:22][N:21]3[N:24]=[CH:25][C:26]([C:27]([N:28]([CH2:29][C:30]4[CH:35]=[CH:34][C:33]([O:36][CH3:37])=[CH:32][CH:31]=4)[CH2:38][C:39]4[CH:40]=[CH:41][C:42]([O:45][CH3:46])=[CH:43][CH:44]=4)=[O:47])=[C:20]3[CH:19]=2)[C@@H:9]([C:11]2[CH:16]=[CH:15][CH:14]=[C:13]([F:17])[CH:12]=2)[CH2:10]1)#[N:49]. Given the reactants CS(O[C@@H:6]1[CH2:10][C@H:9]([C:11]2[CH:16]=[CH:15][CH:14]=[C:13]([F:17])[CH:12]=2)[N:8]([C:18]2[CH:23]=[CH:22][N:21]3[N:24]=[CH:25][C:26]([C:27](=[O:47])[N:28]([CH2:38][C:39]4[CH:44]=[CH:43][C:42]([O:45][CH3:46])=[CH:41][CH:40]=4)[CH2:29][C:30]4[CH:35]=[CH:34][C:33]([O:36][CH3:37])=[CH:32][CH:31]=4)=[C:20]3[CH:19]=2)[CH2:7]1)(=O)=O.[C-:48]#[N:49].[K+], predict the reaction product. (4) Given the reactants [Cl:1][CH2:2][C:3](Cl)=[O:4].[NH2:6][C:7]1[CH:12]=[CH:11][C:10]([C:13]([C:15]2[C:16]([F:33])=[C:17]([C@H:22]([NH:25][C:26](=[O:32])[O:27][C:28]([CH3:31])([CH3:30])[CH3:29])[CH2:23][CH3:24])[CH:18]=[CH:19][C:20]=2[Cl:21])=[O:14])=[CH:9][C:8]=1[O:34][CH2:35][C:36]1[CH:41]=[CH:40][CH:39]=[CH:38][CH:37]=1.C(N(CC)CC)C, predict the reaction product. The product is: [CH2:35]([O:34][C:8]1[CH:9]=[C:10]([C:13]([C:15]2[C:16]([F:33])=[C:17]([C@H:22]([NH:25][C:26](=[O:32])[O:27][C:28]([CH3:30])([CH3:29])[CH3:31])[CH2:23][CH3:24])[CH:18]=[CH:19][C:20]=2[Cl:21])=[O:14])[CH:11]=[CH:12][C:7]=1[NH:6][C:3](=[O:4])[CH2:2][Cl:1])[C:36]1[CH:37]=[CH:38][CH:39]=[CH:40][CH:41]=1.